Dataset: Peptide-MHC class II binding affinity with 134,281 pairs from IEDB. Task: Regression. Given a peptide amino acid sequence and an MHC pseudo amino acid sequence, predict their binding affinity value. This is MHC class II binding data. (1) The peptide sequence is CGGTGKNTIVIPKGD. The MHC is HLA-DPA10103-DPB10301 with pseudo-sequence HLA-DPA10103-DPB10301. The binding affinity (normalized) is 0. (2) The peptide sequence is SQDLELSWNNNGLQAY. The MHC is HLA-DQA10301-DQB10302 with pseudo-sequence HLA-DQA10301-DQB10302. The binding affinity (normalized) is 0.400.